Dataset: Human liver microsome stability data. Task: Regression/Classification. Given a drug SMILES string, predict its absorption, distribution, metabolism, or excretion properties. Task type varies by dataset: regression for continuous measurements (e.g., permeability, clearance, half-life) or binary classification for categorical outcomes (e.g., BBB penetration, CYP inhibition). Dataset: hlm. (1) The drug is COC(C)(C)CCC[C@@H](C)[C@H]1CC[C@H]2[C@@H](Nc3cccc(O)c3)CCC[C@]12C. The result is 0 (unstable in human liver microsomes). (2) The drug is O=C(Nc1cc2ccnc(O)c2cc1Cl)[C@@H]1CCCNC1. The result is 0 (unstable in human liver microsomes). (3) The compound is Cn1c(=O)cc(Nc2ccc(I)cc2F)c2c(=O)n(CCO)cnc21. The result is 0 (unstable in human liver microsomes). (4) The compound is CCN(CC)CCCN=C(Nc1ccnc2cc(Cl)ccc12)c1ccccc1. The result is 1 (stable in human liver microsomes). (5) The compound is CNC(=O)c1ccc(C(=O)N[C@H](c2cn(C3(C#N)CC3)nn2)C2CCCCC2)cc1. The result is 0 (unstable in human liver microsomes). (6) The drug is O=C(N[C@@H](CO)C(F)(F)F)c1nn(-c2c[n+]([O-])ccn2)c2c1C[C@@H]1C[C@H]21. The result is 0 (unstable in human liver microsomes). (7) The compound is Cc1ccc(-c2nc(C)c([C@H](OC(C)(C)C)C(=O)O)c(-c3ccc(Cl)cc3)c2C)cc1C. The result is 0 (unstable in human liver microsomes). (8) The result is 0 (unstable in human liver microsomes). The compound is Nc1ncc(-c2nc(N3CCOCC3)nc3c2CCN3c2ccncc2)cn1.